Dataset: Reaction yield outcomes from USPTO patents with 853,638 reactions. Task: Predict the reaction yield, written as a fraction of the theoretical maximum amount of product (1.0 means a 100% yield; for example, 0.34 means a 34% yield). (1) The reactants are [C:1]([C@@H:3]([NH:23][C:24]([C@@H:26]1[CH2:32][N:31](C(OC(C)(C)C)=O)[CH2:30][CH2:29][CH2:28][O:27]1)=[O:25])[CH2:4][C:5]1[CH:10]=[CH:9][C:8]([C:11]2[CH:12]=[C:13]([CH3:22])[C:14]3[O:18][C:17](=[O:19])[N:16]([CH3:20])[C:15]=3[CH:21]=2)=[CH:7][CH:6]=1)#[N:2]. The catalyst is C(O)=O. The product is [C:1]([C@@H:3]([NH:23][C:24]([C@@H:26]1[CH2:32][NH:31][CH2:30][CH2:29][CH2:28][O:27]1)=[O:25])[CH2:4][C:5]1[CH:6]=[CH:7][C:8]([C:11]2[CH:12]=[C:13]([CH3:22])[C:14]3[O:18][C:17](=[O:19])[N:16]([CH3:20])[C:15]=3[CH:21]=2)=[CH:9][CH:10]=1)#[N:2]. The yield is 0.270. (2) The reactants are [F:1][C:2]([F:39])([F:38])[CH2:3][CH2:4][CH:5]([NH:22][C:23]1[CH:37]=[CH:36][C:26]([C:27]([NH:29][CH2:30][CH2:31][C:32]([O:34]C)=[O:33])=[O:28])=[CH:25][N:24]=1)[C:6]1[CH:11]=[CH:10][C:9]([C:12]2[CH:17]=[CH:16][C:15]([C:18]([F:21])([F:20])[F:19])=[CH:14][CH:13]=2)=[CH:8][CH:7]=1.[OH-].[Na+]. The catalyst is CO. The product is [F:39][C:2]([F:1])([F:38])[CH2:3][CH2:4][CH:5]([NH:22][C:23]1[CH:37]=[CH:36][C:26]([C:27]([NH:29][CH2:30][CH2:31][C:32]([OH:34])=[O:33])=[O:28])=[CH:25][N:24]=1)[C:6]1[CH:7]=[CH:8][C:9]([C:12]2[CH:13]=[CH:14][C:15]([C:18]([F:21])([F:20])[F:19])=[CH:16][CH:17]=2)=[CH:10][CH:11]=1. The yield is 0.640. (3) The reactants are [NH2:1][C:2]1[CH:19]=[CH:18][C:5]2[CH2:6][CH2:7][N:8]([CH2:11][C@@H:12]([OH:17])[C:13]([F:16])([F:15])[F:14])[CH2:9][CH2:10][C:4]=2[CH:3]=1.Cl[C:21]1[N:26]=[C:25]([NH:27][C:28]2[CH:37]=[CH:36][CH:35]=[CH:34][C:29]=2[C:30]([NH:32][CH3:33])=[O:31])[C:24]([Cl:38])=[CH:23][N:22]=1.Cl.C(=O)([O-])[O-]. The catalyst is O1CCOCC1.COCCO.C(OCC)C.C(Cl)Cl.C(Cl)Cl.CO. The product is [Cl:38][C:24]1[C:25]([NH:27][C:28]2[CH:37]=[CH:36][CH:35]=[CH:34][C:29]=2[C:30]([NH:32][CH3:33])=[O:31])=[N:26][C:21]([NH:1][C:2]2[CH:19]=[CH:18][C:5]3[CH2:6][CH2:7][N:8]([CH2:11][C@@H:12]([OH:17])[C:13]([F:16])([F:14])[F:15])[CH2:9][CH2:10][C:4]=3[CH:3]=2)=[N:22][CH:23]=1. The yield is 0.490. (4) The reactants are [H-].[Na+].[Cl:3][C:4]1[N:5]=[CH:6][CH:7]=[C:8]2[C:12]([CH3:13])=[C:11]([CH3:14])[NH:10][C:9]=12.I[CH2:16][CH:17]([CH3:19])[CH3:18].O. The catalyst is O1CCCC1. The product is [Cl:3][C:4]1[N:5]=[CH:6][CH:7]=[C:8]2[C:12]([CH3:13])=[C:11]([CH3:14])[N:10]([CH2:16][CH:17]([CH3:19])[CH3:18])[C:9]=12. The yield is 0.860. (5) The reactants are [F:1][C:2]1[CH:10]=[C:9]2[C:5]([C:6]([C:20]3[CH:21]=[N:22][NH:23][CH:24]=3)=[CH:7][N:8]2[S:11]([C:14]2[CH:19]=[CH:18][CH:17]=[CH:16][CH:15]=2)(=[O:13])=[O:12])=[CH:4][CH:3]=1.Br[CH2:26][CH2:27][NH:28][C:29](=[O:35])[O:30][C:31]([CH3:34])([CH3:33])[CH3:32].C([O-])([O-])=O.[Cs+].[Cs+]. The catalyst is CN(C=O)C.[I-].C([N+](CCCC)(CCCC)CCCC)CCC. The product is [F:1][C:2]1[CH:10]=[C:9]2[C:5]([C:6]([C:20]3[CH:24]=[N:23][N:22]([CH2:26][CH2:27][NH:28][C:29](=[O:35])[O:30][C:31]([CH3:34])([CH3:33])[CH3:32])[CH:21]=3)=[CH:7][N:8]2[S:11]([C:14]2[CH:15]=[CH:16][CH:17]=[CH:18][CH:19]=2)(=[O:12])=[O:13])=[CH:4][CH:3]=1. The yield is 0.700. (6) The reactants are C(N(CC)C(C1C=C(C2C=NN(CCCO)C=2)C=CC=1NC1C(C(F)(F)F)=CN=C(NC2C=CC(CP(=O)(O)OCC)=CC=2OC)N=1)=O)C.[OH:50][CH2:51][CH2:52][CH2:53][N:54]1[CH:58]=[C:57]([C:59]2[CH:64]=[CH:63][C:62]([NH:65][C:66]3[C:71]([C:72]([F:75])([F:74])[F:73])=[CH:70][N:69]=[C:68]([NH:76][C:77]4[CH:91]=[CH:90][C:80]([CH2:81][P:82](=[O:89])([O:86]CC)[O:83][CH2:84][CH3:85])=[CH:79][C:78]=4[O:92][CH3:93])[N:67]=3)=[C:61]([C:94](=[O:98])[NH:95][O:96][CH3:97])[CH:60]=2)[CH:56]=[N:55]1. No catalyst specified. The product is [OH:50][CH2:51][CH2:52][CH2:53][N:54]1[CH:58]=[C:57]([C:59]2[CH:64]=[CH:63][C:62]([NH:65][C:66]3[C:71]([C:72]([F:74])([F:73])[F:75])=[CH:70][N:69]=[C:68]([NH:76][C:77]4[CH:91]=[CH:90][C:80]([CH2:81][P:82](=[O:86])([OH:89])[O:83][CH2:84][CH3:85])=[CH:79][C:78]=4[O:92][CH3:93])[N:67]=3)=[C:61]([C:94](=[O:98])[NH:95][O:96][CH3:97])[CH:60]=2)[CH:56]=[N:55]1. The yield is 0.990.